This data is from Peptide-MHC class I binding affinity with 185,985 pairs from IEDB/IMGT. The task is: Regression. Given a peptide amino acid sequence and an MHC pseudo amino acid sequence, predict their binding affinity value. This is MHC class I binding data. The peptide sequence is MTMRRRLFK. The MHC is HLA-A69:01 with pseudo-sequence HLA-A69:01. The binding affinity (normalized) is 0.0847.